Dataset: hERG potassium channel inhibition data for cardiac toxicity prediction from Karim et al.. Task: Regression/Classification. Given a drug SMILES string, predict its toxicity properties. Task type varies by dataset: regression for continuous values (e.g., LD50, hERG inhibition percentage) or binary classification for toxic/non-toxic outcomes (e.g., AMES mutagenicity, cardiotoxicity, hepatotoxicity). Dataset: herg_karim. (1) The drug is Cc1cccc(C)c1NC(=O)C1CCCCN1CC1CC1. The result is 0 (non-blocker). (2) The compound is CC(C)(C)C(=O)N1CCN(c2ccc(OCCCN3CCCCC3)cc2)C(=O)C1.Cl. The result is 0 (non-blocker). (3) The molecule is Cc1c(F)c(N2CCN[C@@H](C)C2)cc2c1c(=O)c(C(=O)O)cn2C1CC1. The result is 0 (non-blocker). (4) The result is 1 (blocker). The compound is C[C@@H](c1ccccn1)c1c(CCN2CCC2)sc2ccccc12. (5) The compound is CCCCCCCCc1cccc(CCCCCCCC)n1. The result is 0 (non-blocker). (6) The drug is CC1CCN(CCN2CCN(c3cccc(Cl)c3)C2=O)CC1. The result is 1 (blocker). (7) The compound is COc1cc(N2C(=O)N(c3ccc(-c4ccc(C(=O)O)cc4C)cc3)C(=O)C23CCN(Cc2ncccc2C)CC3)ncn1. The result is 0 (non-blocker). (8) The drug is CCN(CC)CCOc1ccc(C(=C(Cl)c2ccccc2)c2ccccc2)cc1. The result is 1 (blocker). (9) The molecule is O=C1N(CCN2CCCc3sccc3C2)CCN1c1cccc(Cl)c1. The result is 1 (blocker). (10) The drug is COc1ccc2ncc(C#N)c(CCC34CCC(NCc5ccc6c(n5)NC(=O)CO6)(CC3)CO4)c2n1. The result is 1 (blocker).